From a dataset of NCI-60 drug combinations with 297,098 pairs across 59 cell lines. Regression. Given two drug SMILES strings and cell line genomic features, predict the synergy score measuring deviation from expected non-interaction effect. Drug 1: C1CCC(C(C1)N)N.C(=O)(C(=O)[O-])[O-].[Pt+4]. Drug 2: N.N.Cl[Pt+2]Cl. Cell line: HCT116. Synergy scores: CSS=64.9, Synergy_ZIP=5.07, Synergy_Bliss=6.06, Synergy_Loewe=-5.00, Synergy_HSA=9.92.